Dataset: Experimentally validated miRNA-target interactions with 360,000+ pairs, plus equal number of negative samples. Task: Binary Classification. Given a miRNA mature sequence and a target amino acid sequence, predict their likelihood of interaction. (1) The miRNA is hsa-miR-3606-3p with sequence AAAAUUUCUUUCACUACUUAG. The protein sequence of the target gene is MNLDSIHRLIEETQIFQMQQSSIKSRGDMVAPASPPRDTCNTCFPLHGLQSHAAHNFCAHSYNTNKWDICEELRLRELEEVKARAAQMEKTMRWWSDCTANWREKWSKVRAERNSAREEGRQLRIKLEMAMKELSTLKKKQSLPPQKEALEAKVTQDLKLPGFVEESCEHTDQFQLSSQMHESIREYLVKRQFSTKEDTNNKEQGVVIDSLKLSEEMKPNLDGVDLFNNGGSGNGETKTGLRLKAINLPLENEVTEISALQVHLDEFQKILWKEREMRTALEKEIERLESALSLWKWKYE.... Result: 0 (no interaction). (2) The miRNA is hsa-miR-129-2-3p with sequence AAGCCCUUACCCCAAAAAGCAU. The protein sequence of the target gene is MQSGPRPPLPAPGLALALTLTMLARLASAASFFGENHLEVPVATALTDIDLQLQFSTSQPEALLLLAAGPADHLLLQLYSGRLQVRLVLGQEELRLQTPAETLLSDSIPHTVVLTVVEGWATLSVDGFLNASSAVPGAPLEVPYGLFVGGTGTLGLPYLRGTSRPLRGCLHAATLNGRSLLRPLTPDVHEGCAEEFSASDDVALGFSGPHSLAAFPAWGTQDEGTLEFTLTTQSRQAPLAFQAGGRRGDFIYVDIFEGHLRAVVEKGQGTVLLHNSVPVADGQPHEVSVHINAHRLEISV.... Result: 0 (no interaction). (3) The miRNA is hsa-miR-1236-5p with sequence UGAGUGACAGGGGAAAUGGGGA. The protein sequence of the target gene is MLSVRVAAAVVRALPRRAGLVSRNALGSSFIAARNFHASNTHLQKTGTAEMSSILEERILGADTSVDLEETGRVLSIGDGIARVHGLRNVQAEEMVEFSSGLKGMSLNLEPDNVGVVVFGNDKLIKEGDIVKRTGAIVDVPVGEELLGRVVDALGNAIDGKGPIGSKTRRRVGLKAPGIIPRISVREPMQTGIKAVDSLVPIGRGQRELIIGDRQTGKTSIAIDTIINQKRFNDGSDEKKKLYCIYVAIGQKRSTVAQLVKRLTDADAMKYTIVVSATASDAAPLQYLAPYSGCSMGEYF.... Result: 0 (no interaction). (4) The miRNA is mmu-miR-675-3p with sequence CUGUAUGCCCUAACCGCUCAGU. The protein sequence of the target gene is MRTLGTCLVTLAGLLLTAAGETFSGGCLFDEPYSTCGYSQADEDDFNWEQVNTLTKPTSDPWMPSGSFMLVNTSGKPEGQRAHLLLPQLKENDTHCIDFHYFVSSKSNAAPGLLNVYVKVNNGPLGNPIWNISGDPTRTWHRAELAISTFWPNFYQVIFEVVTSGHQGYLAIDEVKVLGHPCTRTPHFLRIQNVEVNAGQFATFQCSAIGRTVAGDRLWLQGIDVRDAPLKEIKVTSSRRFIASFNVVNTTKRDAGKYRCMICTEGGVGISNYAELVVKEPPVPIAPPQLASVGATYLWI.... Result: 0 (no interaction). (5) The miRNA is mmu-miR-743a-3p with sequence GAAAGACACCAAGCUGAGUAGA. The protein sequence of the target gene is MAAPAREPALRCCIRLARVFLLLVLACEVAGSDEAEAREGAASLAGSCGCGTPQRAGAHGSSAAAQRYSREANAPGLTSGPRPLALTKMVPIPAGVFTMGTDDPQIRQDGEAPARRVTVDGFYMDAYEVSNADFEKFVNSTGYLTEAEKFGDSFVFEGMLSEQVKTHIHQAVAAAPWWLPVKGANWRHPEGPDSSILHRSNHPVLHVSWNDAVAYCTWAGKRLPTEAEWEYSCRGGLQNRLFPWGNKLQPKGQHYANIWQGKFPVSNTGEDGFQGTAPVDAFPPNGYGLYNIVGNVWEWT.... Result: 1 (interaction). (6) The miRNA is hsa-miR-6828-3p with sequence AUCUGCUCUCUUGUUCCCAG. The protein sequence of the target gene is MSTDSNSLAREFLTDVNRLCNAVVQRVEAREEEEEETHMATLGQYLVHGRGFLLLTKLNSIIDQALTCREELLTLLLSLLPLVWKIPVQEEKATDFNLPLSADIILTKEKNSSSQRSTQEKLHLEGSALSSQVSAKVNVFRKSRRQRKITHRYSVRDARKTQLSTSDSEANSDEKGIAMNKHRRPHLLHHFLTSFPKQDHPKAKLDRLATKEQTPPDAMALENSREIIPRQGSNTDILSEPAALSVISNMNNSPFDLCHVLLSLLEKVCKFDVTLNHNSPLAASVVPTLTEFLAGFGDCC.... Result: 0 (no interaction). (7) The miRNA is hsa-miR-6883-5p with sequence AGGGAGGGUGUGGUAUGGAUGU. The protein sequence of the target gene is MDHEAAQLEKQHVHNVYESTAPYFSDLQSKAWPRVRQFLQEQKPGSLIADIGCGTGKYLKVNSQVHTVGCDYCGPLVEIARNRGCEAMVCDNLNLPFRDEGFDAIISIGVIHHFSTKQRRIRAIKEMARVLVPGGQLMIYVWAMEQKNRHFEKQDVLVPWNRALCSQLFSESSQSGRKRQCGYPERGHPYHPPCSECSCSVCFKEQCGSKRSHSVGYEPAMARTCFANISKEGEEEYGFYSTLGKSFRSWFFSRSLDESTLRKQIERVRPLKNTEVWASSTVTVQPSRHSSLDFDHQEPF.... Result: 1 (interaction). (8) The miRNA is hsa-miR-4473 with sequence CUAGUGCUCUCCGUUACAAGUA. The protein sequence of the target gene is MDPRGTKRGAEKTEVAEPRNKLPRPAPSLPTDPALYSGPFPFYRRPSELGCFSLDAQRQYHGDARALRYYSPPPTNGPGPNFDLRDGYPDRYQPRDEEVQERLDHLLCWLLEHRGRLEGGPGWLAEAIVTWRGHLTKLLTTPYERQEGWQLAASRFQGTLYLSEVETPNARAQRLARPPLLRELMYMGYKFEQYMCADKPGSSPDPSGEVNTNVAFCSVLRSRLGSHPLLFSGEVDCTDPQAPSTQPPTCYVELKTSKEMHSPGQWRSFYRHKLLKWWAQSFLPGVPNVVAGFRNPDGFV.... Result: 0 (no interaction).